This data is from Catalyst prediction with 721,799 reactions and 888 catalyst types from USPTO. The task is: Predict which catalyst facilitates the given reaction. (1) Reactant: [CH3:1][N:2]1[C:6]([C:7]2[CH:19]=[N:18][C:17]3[C:16]4[CH:15]=[CH:14][C:13]([C:20](=[O:22])[CH3:21])=[C:12]([F:23])[C:11]=4[N:10]([C@H:24]([C:31]4[CH:36]=[CH:35][CH:34]=[CH:33][CH:32]=4)[CH:25]4[CH2:30][CH2:29][O:28][CH2:27][CH2:26]4)[C:9]=3[CH:8]=2)=[C:5]([CH3:37])[N:4]=[N:3]1.[F:38][C:39]([Si](C)(C)C)([F:41])[F:40].CCCC[N+](CCCC)(CCCC)CCCC.[F-].Cl. Product: [CH3:37][C:5]1[N:4]=[N:3][N:2]([CH3:1])[C:6]=1[C:7]1[CH:19]=[N:18][C:17]2[C:16]3[CH:15]=[CH:14][C:13]([C:20]([OH:22])([CH3:21])[C:39]([F:41])([F:40])[F:38])=[C:12]([F:23])[C:11]=3[N:10]([C@@H:24]([CH:25]3[CH2:26][CH2:27][O:28][CH2:29][CH2:30]3)[C:31]3[CH:32]=[CH:33][CH:34]=[CH:35][CH:36]=3)[C:9]=2[CH:8]=1. The catalyst class is: 56. (2) Reactant: [Cl-:1].[CH3:2][N+:3]([CH3:14])([CH2:6][C:7]1([CH3:13])[CH2:11][O:10][C:9](=[O:12])[NH:8]1)[CH2:4][CH3:5].C(O[Cl:20])(C)(C)C. Product: [Cl-:20].[Cl:1][N:8]1[C:7]([CH2:6][N+:3]([CH3:2])([CH3:14])[CH2:4][CH3:5])([CH3:13])[CH2:11][O:10][C:9]1=[O:12]. The catalyst class is: 5.